Dataset: Catalyst prediction with 721,799 reactions and 888 catalyst types from USPTO. Task: Predict which catalyst facilitates the given reaction. (1) Reactant: [S:1]([C:5]1[CH:13]=[CH:12][C:8]([C:9]([OH:11])=O)=[CH:7][CH:6]=1)(=[O:4])(=[O:3])[NH2:2].[O:14]1[CH2:19][CH2:18][CH:17]([CH2:20][NH2:21])[CH2:16][CH2:15]1.O.ON1C2C=CC=CC=2N=N1.Cl.C(N=C=NCCCN(C)C)C. Product: [S:1]([C:5]1[CH:6]=[CH:7][C:8]([C:9]([NH:21][CH2:20][CH:17]2[CH2:18][CH2:19][O:14][CH2:15][CH2:16]2)=[O:11])=[CH:12][CH:13]=1)(=[O:3])(=[O:4])[NH2:2]. The catalyst class is: 10. (2) Reactant: C1COCC1.[N:6]([CH2:9][CH2:10][O:11][CH2:12][CH2:13][O:14][CH2:15][CH2:16][O:17][C:18]1[CH:19]=[CH:20][CH:21]=[C:22]2[C:27]=1[N:26]=[CH:25][CH:24]=[CH:23]2)=[N+]=[N-].C1(P(C2C=CC=CC=2)C2C=CC=CC=2)C=CC=CC=1. Product: [N:26]1[C:27]2[C:22](=[CH:21][CH:20]=[CH:19][C:18]=2[O:17][CH2:16][CH2:15][O:14][CH2:13][CH2:12][O:11][CH2:10][CH2:9][NH2:6])[CH:23]=[CH:24][CH:25]=1. The catalyst class is: 6.